From a dataset of Reaction yield outcomes from USPTO patents with 853,638 reactions. Predict the reaction yield, written as a fraction of the theoretical maximum amount of product (1.0 means a 100% yield; for example, 0.34 means a 34% yield). (1) The reactants are [Cl:1][CH2:2][C:3](Cl)=[O:4].O[NH:7][C:8]([C:10]1[S:11][CH:12]=[CH:13][N:14]=1)=[NH:9].C([O-])([O-])=O.[K+].[K+]. The catalyst is O. The product is [Cl:1][CH2:2][C:3]1[O:4][N:9]=[C:8]([C:10]2[S:11][CH:12]=[CH:13][N:14]=2)[N:7]=1. The yield is 0.250. (2) The reactants are [F:1][C:2]1[CH:3]=[C:4]([CH:7]=[CH:8][C:9]=1[OH:10])[CH:5]=[O:6].[Br:11]Br.O. The catalyst is C(O)(=O)C.ClCCl. The product is [Br:11][C:8]1[CH:7]=[C:4]([CH:3]=[C:2]([F:1])[C:9]=1[OH:10])[CH:5]=[O:6]. The yield is 0.640. (3) The reactants are O=[C:2]1[CH2:7][CH2:6][CH:5]([NH:8][C:9](=[O:15])[O:10][C:11]([CH3:14])([CH3:13])[CH3:12])[CH2:4][CH2:3]1.[Br:16][C:17]1[CH:22]=[CH:21][C:20]([C@@H:23]2[CH2:25][C@H:24]2[NH2:26])=[CH:19][CH:18]=1.CC(O)=O.C(O[BH-](OC(=O)C)OC(=O)C)(=O)C.[Na+].C([O-])(O)=O.[Na+]. The catalyst is ClCCCl. The product is [Br:16][C:17]1[CH:18]=[CH:19][C:20]([C@@H:23]2[CH2:25][C@H:24]2[NH:26][CH:2]2[CH2:7][CH2:6][CH:5]([NH:8][C:9](=[O:15])[O:10][C:11]([CH3:14])([CH3:13])[CH3:12])[CH2:4][CH2:3]2)=[CH:21][CH:22]=1. The yield is 0.640. (4) The reactants are [CH3:1][CH:2]([CH3:8])[C:3](=O)[CH2:4][C:5]#[N:6].Cl.[CH3:10][O:11][C:12]1[CH:17]=[CH:16][C:15]([NH:18][NH2:19])=[CH:14][CH:13]=1. The catalyst is CCO. The product is [CH:2]([C:3]1[CH:4]=[C:5]([NH2:6])[N:18]([C:15]2[CH:16]=[CH:17][C:12]([O:11][CH3:10])=[CH:13][CH:14]=2)[N:19]=1)([CH3:8])[CH3:1]. The yield is 0.480. (5) The reactants are [CH2:1]([N:8]1[CH:13]2[CH2:14][CH2:15][CH:9]1[CH2:10][N:11]([C:16]1[CH:24]=[CH:23][CH:22]=[C:21]3[C:17]=1[C:18](=[O:37])[N:19]([CH2:26][C:27]1[CH:32]=[CH:31][C:30]([O:33][CH3:34])=[C:29]([O:35][CH3:36])[CH:28]=1)[C:20]3=[O:25])[CH2:12]2)[C:2]1[CH:7]=[CH:6][CH:5]=[CH:4][CH:3]=1.Br[CH:39](C1C=CC=CC=1)C.C([O-])([O-])=O.[K+].[K+]. The catalyst is CCOC(C)=O.[Pd]. The product is [CH3:36][O:35][C:29]1[CH:28]=[C:27]([CH:32]=[CH:31][C:30]=1[O:33][CH3:34])[CH2:26][N:19]1[C:18](=[O:37])[C:17]2[C:21](=[CH:22][CH:23]=[CH:24][C:16]=2[N:11]2[CH2:10][CH:9]3[N:8]([CH:1]([C:2]4[CH:7]=[CH:6][CH:5]=[CH:4][CH:3]=4)[CH3:39])[CH:13]([CH2:14][CH2:15]3)[CH2:12]2)[C:20]1=[O:25]. The yield is 0.380. (6) The reactants are Br[C:2]1[CH:26]=[CH:25][C:5]([CH2:6][N:7]2[CH2:12][CH2:11][N:10]([C:13]([O:15][CH:16]([C:21]([F:24])([F:23])[F:22])[C:17]([F:20])([F:19])[F:18])=[O:14])[CH2:9][CH2:8]2)=[C:4]([N:27]2[CH2:32][CH2:31][O:30][CH2:29][CH2:28]2)[CH:3]=1.[C:33]1(B(O)O)[CH:38]=[CH:37][CH:36]=[CH:35][CH:34]=1.C([O-])([O-])=O.[K+].[K+].C1COCC1. The catalyst is C(Cl)Cl.C1(P([C-]2C=CC=C2)C2C=CC=CC=2)C=CC=CC=1.[C-]1(P(C2C=CC=CC=2)C2C=CC=CC=2)C=CC=C1.[Fe+2].[Pd](Cl)Cl.O. The product is [O:30]1[CH2:31][CH2:32][N:27]([C:4]2[CH:3]=[C:2]([C:33]3[CH:38]=[CH:37][CH:36]=[CH:35][CH:34]=3)[CH:26]=[CH:25][C:5]=2[CH2:6][N:7]2[CH2:12][CH2:11][N:10]([C:13]([O:15][CH:16]([C:21]([F:24])([F:23])[F:22])[C:17]([F:20])([F:19])[F:18])=[O:14])[CH2:9][CH2:8]2)[CH2:28][CH2:29]1. The yield is 0.600. (7) The reactants are [CH3:1][O:2][CH2:3][CH2:4][NH:5][C:6]([NH2:8])=[S:7].C([O:11][CH:12](OCC)[CH2:13][C:14](OCC)=O)C.C[O-].[Na+]. The catalyst is CO. The product is [CH3:1][O:2][CH2:3][CH2:4][N:5]1[CH:14]=[CH:13][C:12](=[O:11])[NH:8][C:6]1=[S:7]. The yield is 0.450. (8) The reactants are C(Cl)(=O)C(Cl)=O.ClCCl.CS(C)=O.[OH:14][CH2:15][C:16]1[N:21]=[C:20]([C:22]([O:24][CH3:25])=[O:23])[CH:19]=[CH:18][CH:17]=1.C(N(CC)CC)C. The catalyst is ClCCl. The product is [CH:15]([C:16]1[N:21]=[C:20]([C:22]([O:24][CH3:25])=[O:23])[CH:19]=[CH:18][CH:17]=1)=[O:14]. The yield is 0.690.